Predict the reactants needed to synthesize the given product. From a dataset of Full USPTO retrosynthesis dataset with 1.9M reactions from patents (1976-2016). (1) Given the product [C:29]([O:32][C:33](=[O:35])[NH:19][CH:15]1[CH:13]2[CH2:12][CH2:11][CH:10]1[CH2:9][N:8]([CH2:1][C:2]1[CH:7]=[CH:6][CH:5]=[CH:4][CH:3]=1)[CH2:14]2)([CH3:31])([CH3:30])[CH3:28], predict the reactants needed to synthesize it. The reactants are: [CH2:1]([N:8]1[CH2:14][CH:13]2[C:15](=O)[CH:10]([CH2:11][CH2:12]2)[CH2:9]1)[C:2]1[CH:7]=[CH:6][CH:5]=[CH:4][CH:3]=1.[BH3-]C#[N:19].[Na+].CCN(CC)CC.[CH3:28][C:29]([O:32][C:33]([O:35]C(OC(C)(C)C)=O)=O)([CH3:31])[CH3:30]. (2) Given the product [F:1][C:2]([F:49])([F:50])[C:3]1[CH:4]=[C:5]([CH:42]=[C:43]([C:45]([F:47])([F:48])[F:46])[CH:44]=1)[CH2:6][N:7]([CH2:12][C:13]1[CH:18]=[C:17]([C:19]([F:21])([F:22])[F:20])[CH:16]=[CH:15][C:14]=1[C:23]1[CH:24]=[C:25]([C:31]2[CH:36]=[CH:35][C:34]([C:37]([OH:39])=[O:38])=[CH:33][C:32]=2[CH3:41])[CH:26]=[CH:27][C:28]=1[O:29][CH3:30])[C:8]([O:10][CH3:11])=[O:9], predict the reactants needed to synthesize it. The reactants are: [F:1][C:2]([F:50])([F:49])[C:3]1[CH:4]=[C:5]([CH:42]=[C:43]([C:45]([F:48])([F:47])[F:46])[CH:44]=1)[CH2:6][N:7]([CH2:12][C:13]1[CH:18]=[C:17]([C:19]([F:22])([F:21])[F:20])[CH:16]=[CH:15][C:14]=1[C:23]1[CH:24]=[C:25]([C:31]2[CH:36]=[CH:35][C:34]([C:37]([O:39]C)=[O:38])=[CH:33][C:32]=2[CH3:41])[CH:26]=[CH:27][C:28]=1[O:29][CH3:30])[C:8]([O:10][CH3:11])=[O:9].O.[OH-].[Li+].O.Cl. (3) The reactants are: [CH3:1][C:2]1[CH:3]=[N:4][C:5]([C:8]#[N:9])=[N:6][CH:7]=1.[CH2:10]([Mg]Br)[CH3:11].B(F)(F)F.O. Given the product [CH3:1][C:2]1[CH:3]=[N:4][C:5]([C:8]2([NH2:9])[CH2:11][CH2:10]2)=[N:6][CH:7]=1, predict the reactants needed to synthesize it. (4) Given the product [Cl:1][C:2]1[CH:10]=[CH:9][C:8]2[N:7]([CH2:11][C:12]([N:22]3[CH2:27][CH2:26][CH2:25][CH2:24][CH2:23]3)=[O:14])[C:6]3[CH2:17][CH2:18][N:19]([CH3:21])[CH2:20][C:5]=3[C:4]=2[CH:3]=1, predict the reactants needed to synthesize it. The reactants are: [Cl:1][C:2]1[CH:10]=[CH:9][C:8]2[N:7]([CH2:11][C:12]([O:14]CC)=O)[C:6]3[CH2:17][CH2:18][N:19]([CH3:21])[CH2:20][C:5]=3[C:4]=2[CH:3]=1.[NH:22]1[CH2:27][CH2:26][CH2:25][CH2:24][CH2:23]1.C(O)(C(F)(F)F)=O. (5) Given the product [CH3:12][C:3]1[C:2]([Cl:1])=[CH:7][CH:6]=[CH:5][C:4]=1[S:8]([NH:11][C:21]1[CH:22]=[CH:23][C:24]2[S:28][C:27]([CH3:29])=[N:26][C:25]=2[CH:30]=1)(=[O:9])=[O:10], predict the reactants needed to synthesize it. The reactants are: [Cl:1][C:2]1[C:3]([CH3:12])=[C:4]([S:8]([NH2:11])(=[O:10])=[O:9])[CH:5]=[CH:6][CH:7]=1.C(=O)([O-])[O-].[K+].[K+].BrC[C:21]1[CH:22]=[CH:23][C:24]2[S:28][C:27]([CH3:29])=[N:26][C:25]=2[CH:30]=1. (6) Given the product [NH:3]1[CH:4]=[CH:5][N:1]=[C:2]1[NH:6][C:7]([C:9]1[C:17]2[N:16]=[C:15]([NH:18][C:19]([C:21]3[CH:22]=[C:23]4[C:28](=[CH:29][CH:30]=3)[CH2:27][N:26]([S:37]([C:31]3[CH:36]=[CH:35][CH:34]=[CH:33][CH:32]=3)(=[O:39])=[O:38])[CH2:25][CH2:24]4)=[O:20])[NH:14][C:13]=2[CH:12]=[CH:11][CH:10]=1)=[O:8], predict the reactants needed to synthesize it. The reactants are: [NH:1]1[CH:5]=[CH:4][N:3]=[C:2]1[NH:6][C:7]([C:9]1[C:17]2[N:16]=[C:15]([NH:18][C:19]([C:21]3[CH:22]=[C:23]4[C:28](=[CH:29][CH:30]=3)[CH2:27][NH:26][CH2:25][CH2:24]4)=[O:20])[NH:14][C:13]=2[CH:12]=[CH:11][CH:10]=1)=[O:8].[C:31]1([S:37](Cl)(=[O:39])=[O:38])[CH:36]=[CH:35][CH:34]=[CH:33][CH:32]=1.C(N(CC)CC)C.O.NN.